This data is from Full USPTO retrosynthesis dataset with 1.9M reactions from patents (1976-2016). The task is: Predict the reactants needed to synthesize the given product. (1) Given the product [CH2:8]([O:10][C:11](=[O:24])[CH2:12][C:13]1[C:3]([CH3:4])=[CH:2][N:15]2[C:14]=1[CH:19]=[C:18]([C:20]([F:21])([F:22])[F:23])[CH:17]=[CH:16]2)[CH3:9], predict the reactants needed to synthesize it. The reactants are: Cl[CH2:2][C:3](=O)[CH3:4].[Br-].[Li+].[CH2:8]([O:10][C:11](=[O:24])[CH2:12][CH2:13][C:14]1[CH:19]=[C:18]([C:20]([F:23])([F:22])[F:21])[CH:17]=[CH:16][N:15]=1)[CH3:9]. (2) Given the product [CH3:12][O:11][C:4]1[CH:5]=[CH:6][C:7]([N+:8]([O-:10])=[O:9])=[C:2]([NH:13][C:14]2[CH:21]=[CH:20][C:17]([C:18]#[N:19])=[CH:16][CH:15]=2)[CH:3]=1, predict the reactants needed to synthesize it. The reactants are: F[C:2]1[CH:3]=[C:4]([O:11][CH3:12])[CH:5]=[CH:6][C:7]=1[N+:8]([O-:10])=[O:9].[NH2:13][C:14]1[CH:21]=[CH:20][C:17]([C:18]#[N:19])=[CH:16][CH:15]=1. (3) Given the product [Br:28][C:17]1[CH:16]=[N:15][C:14]2[NH:13][C:6](=[O:7])[N:21]([CH2:22][C:23]([O:25][CH2:26][CH3:27])=[O:24])[CH2:20][C:19]=2[CH:18]=1, predict the reactants needed to synthesize it. The reactants are: C1N=CN([C:6](N2C=NC=C2)=[O:7])C=1.[NH2:13][C:14]1[C:19]([CH2:20][NH:21][CH2:22][C:23]([O:25][CH2:26][CH3:27])=[O:24])=[CH:18][C:17]([Br:28])=[CH:16][N:15]=1. (4) Given the product [Cl:1][C:2]1[C:12]([CH2:13][NH:36][CH:33]2[CH2:32][CH2:31][N:30]([CH2:29][CH2:28][S:27][C:23]3[CH:22]=[N:21][C:20]4[C:25](=[CH:26][C:17]([O:16][CH3:15])=[CH:18][CH:19]=4)[N:24]=3)[CH2:35][CH2:34]2)=[CH:11][C:5]2[NH:6][C:7](=[O:10])[CH2:8][S:9][C:4]=2[CH:3]=1, predict the reactants needed to synthesize it. The reactants are: [Cl:1][C:2]1[C:12]([CH:13]=O)=[CH:11][C:5]2[NH:6][C:7](=[O:10])[CH2:8][S:9][C:4]=2[CH:3]=1.[CH3:15][O:16][C:17]1[CH:26]=[C:25]2[C:20]([N:21]=[CH:22][C:23]([S:27][CH2:28][CH2:29][N:30]3[CH2:35][CH2:34][CH:33]([NH2:36])[CH2:32][CH2:31]3)=[N:24]2)=[CH:19][CH:18]=1. (5) Given the product [P:25]([OH:27])([OH:28])([O:24][CH2:23][C@:22]([NH2:30])([C@H:17]1[CH2:16][CH2:15][C:14]2[C:19](=[CH:20][CH:21]=[C:12]([O:11][C@H:8]3[CH2:9][CH2:10][C@H:5]([C:1]([CH3:2])([CH3:3])[CH3:4])[CH2:6][CH2:7]3)[C:13]=2[C:38]([F:39])([F:41])[F:40])[CH2:18]1)[CH3:29])=[O:26], predict the reactants needed to synthesize it. The reactants are: [C:1]([C@H:5]1[CH2:10][CH2:9][C@H:8]([O:11][C:12]2[C:13]([C:38]([F:41])([F:40])[F:39])=[C:14]3[C:19](=[CH:20][CH:21]=2)[CH2:18][C@@H:17]([C@:22]([NH:30]C(=O)OC(C)(C)C)([CH3:29])[CH2:23][O:24][P:25]([OH:28])([OH:27])=[O:26])[CH2:16][CH2:15]3)[CH2:7][CH2:6]1)([CH3:4])([CH3:3])[CH3:2].FC(F)(F)C(O)=O.C(Cl)Cl. (6) Given the product [CH3:10][O:9][C:7]1[CH:6]=[C:5]([CH2:11][C@H:12]2[C:13](=[CH2:26])[CH2:14][CH2:15][C@@H:16]3[C@:21]2([CH3:22])[CH2:20][CH2:19][CH2:18][C:17]3([CH3:24])[CH3:23])[CH:4]=[C:3]([O:2][CH3:1])[CH:8]=1, predict the reactants needed to synthesize it. The reactants are: [CH3:1][O:2][C:3]1[CH:4]=[C:5]([CH2:11][C@@H:12]2[C@:21]3([CH3:22])[C@H:16]([C:17]([CH3:24])([CH3:23])[CH2:18][CH2:19][CH2:20]3)[CH2:15][CH2:14][C@@:13]2([CH3:26])O)[CH:6]=[C:7]([O:9][CH3:10])[CH:8]=1.N1C=CC=CC=1.S(Cl)(Cl)=O.C([O-])(O)=O.[Na+]. (7) Given the product [CH:1]1([NH:4][C:25](=[O:26])[C:24]2[CH:28]=[CH:29][CH:30]=[C:22]([N:20]3[CH:21]=[C:17]([C:16]4[C:12]([C:8]5[CH:9]=[CH:10][CH:11]=[C:6]([F:5])[CH:7]=5)=[N:13][O:14][C:15]=4[CH3:31])[N:18]=[CH:19]3)[CH:23]=2)[CH2:3][CH2:2]1, predict the reactants needed to synthesize it. The reactants are: [CH:1]1([NH2:4])[CH2:3][CH2:2]1.[F:5][C:6]1[CH:7]=[C:8]([C:12]2[C:16]([C:17]3[N:18]=[CH:19][N:20]([C:22]4[CH:23]=[C:24]([CH:28]=[CH:29][CH:30]=4)[C:25](O)=[O:26])[CH:21]=3)=[C:15]([CH3:31])[O:14][N:13]=2)[CH:9]=[CH:10][CH:11]=1.